From a dataset of Forward reaction prediction with 1.9M reactions from USPTO patents (1976-2016). Predict the product of the given reaction. (1) Given the reactants [Br:1][C:2]1[CH:6]=[N:5][N:4]([CH3:7])[C:3]=1[NH:8][C:9]1[CH:14]=[CH:13][C:12](I)=[CH:11][CH:10]=1.[Cl:16][C:17]1[CH:18]=[CH:19][C:20]([CH3:26])=[C:21](B(O)O)[CH:22]=1.C(=O)([O-])[O-].[Cs+].[Cs+].COCCOC, predict the reaction product. The product is: [Br:1][C:2]1[CH:6]=[N:5][N:4]([CH3:7])[C:3]=1[NH:8][C:9]1[CH:14]=[CH:13][C:12]([C:19]2[CH:18]=[C:17]([Cl:16])[CH:22]=[CH:21][C:20]=2[CH3:26])=[CH:11][CH:10]=1. (2) Given the reactants [CH2:1]([O:7][C:8]1[CH:13]=[CH:12][N:11]=[C:10]([CH2:14]O)[C:9]=1[CH3:16])[CH2:2][CH2:3][CH2:4][CH2:5][CH3:6].S(Cl)([Cl:19])=O, predict the reaction product. The product is: [CH2:1]([O:7][C:8]1[CH:13]=[CH:12][N:11]=[C:10]([CH2:14][Cl:19])[C:9]=1[CH3:16])[CH2:2][CH2:3][CH2:4][CH2:5][CH3:6].